This data is from NCI-60 drug combinations with 297,098 pairs across 59 cell lines. The task is: Regression. Given two drug SMILES strings and cell line genomic features, predict the synergy score measuring deviation from expected non-interaction effect. (1) Drug 1: CS(=O)(=O)C1=CC(=C(C=C1)C(=O)NC2=CC(=C(C=C2)Cl)C3=CC=CC=N3)Cl. Drug 2: CNC(=O)C1=CC=CC=C1SC2=CC3=C(C=C2)C(=NN3)C=CC4=CC=CC=N4. Cell line: HCT116. Synergy scores: CSS=11.6, Synergy_ZIP=-2.20, Synergy_Bliss=2.76, Synergy_Loewe=-1.49, Synergy_HSA=1.88. (2) Drug 1: CC12CCC3C(C1CCC2=O)CC(=C)C4=CC(=O)C=CC34C. Drug 2: CC(CN1CC(=O)NC(=O)C1)N2CC(=O)NC(=O)C2. Cell line: HL-60(TB). Synergy scores: CSS=94.4, Synergy_ZIP=14.4, Synergy_Bliss=15.1, Synergy_Loewe=15.6, Synergy_HSA=16.1. (3) Drug 1: C1=CC(=CC=C1CC(C(=O)O)N)N(CCCl)CCCl.Cl. Drug 2: C1CN1P(=S)(N2CC2)N3CC3. Cell line: OVCAR-5. Synergy scores: CSS=-0.515, Synergy_ZIP=-3.24, Synergy_Bliss=-5.71, Synergy_Loewe=-10.4, Synergy_HSA=-8.44. (4) Drug 1: CN1CCC(CC1)COC2=C(C=C3C(=C2)N=CN=C3NC4=C(C=C(C=C4)Br)F)OC. Drug 2: CCCS(=O)(=O)NC1=C(C(=C(C=C1)F)C(=O)C2=CNC3=C2C=C(C=N3)C4=CC=C(C=C4)Cl)F. Cell line: HS 578T. Synergy scores: CSS=-15.8, Synergy_ZIP=8.87, Synergy_Bliss=6.98, Synergy_Loewe=-3.66, Synergy_HSA=-4.31. (5) Drug 1: CC1=C2C(C(=O)C3(C(CC4C(C3C(C(C2(C)C)(CC1OC(=O)C(C(C5=CC=CC=C5)NC(=O)OC(C)(C)C)O)O)OC(=O)C6=CC=CC=C6)(CO4)OC(=O)C)OC)C)OC. Drug 2: C1=C(C(=O)NC(=O)N1)N(CCCl)CCCl. Cell line: SNB-75. Synergy scores: CSS=43.0, Synergy_ZIP=7.61, Synergy_Bliss=7.67, Synergy_Loewe=2.05, Synergy_HSA=10.1. (6) Drug 1: COC1=C2C(=CC3=C1OC=C3)C=CC(=O)O2. Drug 2: C1CN(P(=O)(OC1)NCCCl)CCCl. Cell line: SNB-75. Synergy scores: CSS=0.00150, Synergy_ZIP=-0.183, Synergy_Bliss=-0.646, Synergy_Loewe=-2.01, Synergy_HSA=-1.49.